This data is from Catalyst prediction with 721,799 reactions and 888 catalyst types from USPTO. The task is: Predict which catalyst facilitates the given reaction. (1) Reactant: [NH2:1][C:2]1[CH:7]=[CH:6][C:5]([OH:8])=[CH:4][CH:3]=1.Cl[C:10]1[C:15]([C:16]2[CH2:17][CH2:18][O:19][CH2:20][CH:21]=2)=[CH:14][N:13]=[CH:12][N:11]=1.C(=O)([O-])[O-].[Cs+].[Cs+].CS(C)=O. Product: [O:19]1[CH2:20][CH:21]=[C:16]([C:15]2[C:14]([O:8][C:5]3[CH:6]=[CH:7][C:2]([NH2:1])=[CH:3][CH:4]=3)=[N:13][CH:12]=[N:11][CH:10]=2)[CH2:17][CH2:18]1. The catalyst class is: 6. (2) Reactant: [CH3:1][N:2]([CH3:23])[CH:3]1[CH2:8][CH2:7][N:6]([C:9]2[NH:10][C:11](=[O:22])[C:12]3[C:17]([CH:18]=2)=[C:16]([N+:19]([O-])=O)[CH:15]=[CH:14][CH:13]=3)[CH2:5][CH2:4]1. Product: [NH2:19][C:16]1[CH:15]=[CH:14][CH:13]=[C:12]2[C:17]=1[CH:18]=[C:9]([N:6]1[CH2:7][CH2:8][CH:3]([N:2]([CH3:23])[CH3:1])[CH2:4][CH2:5]1)[NH:10][C:11]2=[O:22]. The catalyst class is: 292.